From a dataset of NCI-60 drug combinations with 297,098 pairs across 59 cell lines. Regression. Given two drug SMILES strings and cell line genomic features, predict the synergy score measuring deviation from expected non-interaction effect. Drug 1: CCC1=CC2CC(C3=C(CN(C2)C1)C4=CC=CC=C4N3)(C5=C(C=C6C(=C5)C78CCN9C7C(C=CC9)(C(C(C8N6C)(C(=O)OC)O)OC(=O)C)CC)OC)C(=O)OC.C(C(C(=O)O)O)(C(=O)O)O. Drug 2: COCCOC1=C(C=C2C(=C1)C(=NC=N2)NC3=CC=CC(=C3)C#C)OCCOC.Cl. Cell line: M14. Synergy scores: CSS=21.8, Synergy_ZIP=1.34, Synergy_Bliss=2.13, Synergy_Loewe=-31.6, Synergy_HSA=1.37.